This data is from Catalyst prediction with 721,799 reactions and 888 catalyst types from USPTO. The task is: Predict which catalyst facilitates the given reaction. (1) Reactant: [F:1][C:2]1[CH:3]=[CH:4][C:5]2[N:9]=[C:8]([C:10]3[C:18]4[N:17]5[CH:19]=[CH:20][CH:21]=[C:16]5[C:15](=O)[C:14]=4[CH:13]=[CH:12][CH:11]=3)[NH:7][C:6]=2[CH:23]=1.Cl.[NH2:25][OH:26]. Product: [F:1][C:2]1[CH:3]=[CH:4][C:5]2[N:9]=[C:8]([C:10]3[C:18]4[N:17]5[CH:19]=[CH:20][CH:21]=[C:16]5[C:15](=[N:25][OH:26])[C:14]=4[CH:13]=[CH:12][CH:11]=3)[NH:7][C:6]=2[CH:23]=1. The catalyst class is: 17. (2) Reactant: [CH2:1]([O:3][C:4](=[O:19])[CH:5]([O:11][C:12]1[CH:17]=[CH:16][C:15]([Br:18])=[CH:14][CH:13]=1)[C:6]([O:8][CH2:9][CH3:10])=[O:7])[CH3:2].[C:20]([O-])(O)=[O:21].[Na+].C=O. Product: [CH2:9]([O:8][C:6](=[O:7])[C:5]([O:11][C:12]1[CH:13]=[CH:14][C:15]([Br:18])=[CH:16][CH:17]=1)([CH2:20][OH:21])[C:4]([O:3][CH2:1][CH3:2])=[O:19])[CH3:10]. The catalyst class is: 40. (3) Reactant: [CH3:1][O:2][C:3]1[CH:20]=[CH:19][C:6]([CH2:7][C:8]2[C:17]3[C:12](=[CH:13][CH:14]=[CH:15][CH:16]=3)[C:11](Cl)=[N:10][N:9]=2)=[CH:5][CH:4]=1.[C:21]1(B(O)O)[CH:26]=[CH:25][CH:24]=[CH:23][CH:22]=1.O1CCOCC1.C(=O)([O-])[O-].[Na+].[Na+]. Product: [CH3:1][O:2][C:3]1[CH:20]=[CH:19][C:6]([CH2:7][C:8]2[C:17]3[C:12](=[CH:13][CH:14]=[CH:15][CH:16]=3)[C:11]([C:21]3[CH:26]=[CH:25][CH:24]=[CH:23][CH:22]=3)=[N:10][N:9]=2)=[CH:5][CH:4]=1. The catalyst class is: 25. (4) Reactant: S([N:11]1[C:15]2[N:16]=[CH:17][N:18]=[CH:19][C:14]=2[C:13]([C:20]#[N:21])=[CH:12]1)(C1C=CC(C)=CC=1)(=O)=O.CCCC[N+](CCCC)(CCCC)CCCC.[F-].[NH4+].[Cl-]. Product: [N:16]1[C:15]2[NH:11][CH:12]=[C:13]([C:20]#[N:21])[C:14]=2[CH:19]=[N:18][CH:17]=1. The catalyst class is: 7. (5) Reactant: [OH:1][CH:2]1[CH:7]([C:8]2[CH:13]=[CH:12][C:11]([O:14][CH2:15][CH2:16][CH2:17][O:18][CH2:19][C:20]3[CH:25]=[CH:24][CH:23]=[CH:22][C:21]=3[O:26][CH3:27])=[CH:10][CH:9]=2)[CH2:6][CH2:5][N:4]([C:28]([O:30][C:31]([CH3:34])([CH3:33])[CH3:32])=[O:29])[CH2:3]1.[H-].[Na+].[CH2:37](Cl)[C:38]([OH:40])=[O:39].Cl. Product: [C:38]([CH2:37][O:1][CH:2]1[CH:7]([C:8]2[CH:13]=[CH:12][C:11]([O:14][CH2:15][CH2:16][CH2:17][O:18][CH2:19][C:20]3[CH:25]=[CH:24][CH:23]=[CH:22][C:21]=3[O:26][CH3:27])=[CH:10][CH:9]=2)[CH2:6][CH2:5][N:4]([C:28]([O:30][C:31]([CH3:34])([CH3:33])[CH3:32])=[O:29])[CH2:3]1)([OH:40])=[O:39]. The catalyst class is: 9. (6) Reactant: [CH3:1][C:2]([CH3:32])([CH3:31])[C:3](=[O:30])[CH2:4][O:5][C:6]1[CH:11]=[CH:10][C:9]([C:12]([C:17]2[S:21][C:20]3[CH:22]=[C:23]([C:26](O)=[O:27])[CH:24]=[CH:25][C:19]=3[CH:18]=2)([CH2:15][CH3:16])[CH2:13][CH3:14])=[CH:8][C:7]=1[CH3:29].C(Cl)CCl.Cl.[CH3:38][NH:39][CH3:40]. Product: [CH3:38][N:39]([CH3:40])[C:26]([C:23]1[CH:24]=[CH:25][C:19]2[CH:18]=[C:17]([C:12]([C:9]3[CH:10]=[CH:11][C:6]([O:5][CH2:4][C:3](=[O:30])[C:2]([CH3:32])([CH3:31])[CH3:1])=[C:7]([CH3:29])[CH:8]=3)([CH2:15][CH3:16])[CH2:13][CH3:14])[S:21][C:20]=2[CH:22]=1)=[O:27]. The catalyst class is: 142. (7) Reactant: [Cl:1][C:2]1[CH:3]=[C:4]([NH:9][C:10]2[C:19]3[C:14](=[CH:15][C:16]([O:21][CH3:22])=[C:17]([OH:20])[CH:18]=3)[N:13]=[CH:12][N:11]=2)[CH:5]=[CH:6][C:7]=1[F:8].C([O-])([O-])=O.[K+].[K+].Cl[CH2:30][CH2:31][CH2:32][N:33]1[CH2:38][CH2:37][C:36]2=[N:39][N:40]([CH3:43])[C:41]([CH3:42])=[C:35]2[CH2:34]1. Product: [Cl:1][C:2]1[CH:3]=[C:4]([NH:9][C:10]2[C:19]3[C:14](=[CH:15][C:16]([O:21][CH3:22])=[C:17]([O:20][CH2:30][CH2:31][CH2:32][N:33]4[CH2:38][CH2:37][C:36]5=[N:39][N:40]([CH3:43])[C:41]([CH3:42])=[C:35]5[CH2:34]4)[CH:18]=3)[N:13]=[CH:12][N:11]=2)[CH:5]=[CH:6][C:7]=1[F:8]. The catalyst class is: 3. (8) Reactant: [Cl:1][C:2]1[CH:3]=[CH:4][C:5]2[C:6]3[C:11]([CH:12]([CH3:25])[N:13]([C:16]([C:18]4[CH:19]=[C:20]([OH:24])[CH:21]=[CH:22][CH:23]=4)=[O:17])[C:14]=2[CH:15]=1)=[CH:10][CH:9]=[CH:8][CH:7]=3. Product: [Cl:1][C:2]1[CH:3]=[CH:4][C:5]2[C:6]3[C:11]([C@H:12]([CH3:25])[N:13]([C:16]([C:18]4[CH:19]=[C:20]([OH:24])[CH:21]=[CH:22][CH:23]=4)=[O:17])[C:14]=2[CH:15]=1)=[CH:10][CH:9]=[CH:8][CH:7]=3. The catalyst class is: 22.